From a dataset of Forward reaction prediction with 1.9M reactions from USPTO patents (1976-2016). Predict the product of the given reaction. (1) The product is: [CH:32]([OH:34])=[O:33].[C:40]([N:31]1[CH:26]2[CH2:39][CH:30]1[CH2:29][N:28]([C:9]1[CH:8]=[CH:7][C:3]([C:4]([NH2:6])=[O:5])=[C:2]([O:25][C:22]3[CH:21]=[CH:20][C:19]([O:12][C:13]4[CH:18]=[CH:17][CH:16]=[CH:15][CH:14]=4)=[CH:24][CH:23]=3)[N:10]=1)[CH2:27]2)(=[O:44])[CH:41]=[CH2:42]. Given the reactants Cl[C:2]1[N:10]=[C:9](Cl)[CH:8]=[CH:7][C:3]=1[C:4]([NH2:6])=[O:5].[O:12]([C:19]1[CH:24]=[CH:23][C:22]([OH:25])=[CH:21][CH:20]=1)[C:13]1[CH:18]=[CH:17][CH:16]=[CH:15][CH:14]=1.[CH:26]12[CH2:39][CH:30]([N:31]1[C:32]([O:34]C(C)(C)C)=[O:33])[CH2:29][NH:28][CH2:27]2.[C:40]([OH:44])(=O)[CH:41]=[CH2:42], predict the reaction product. (2) Given the reactants [Cl:1][C:2]1[CH:3]=[C:4]([C:12]2[O:16][N:15]=[C:14]([C:17]3[CH:18]=[CH:19][CH:20]=[C:21]4[C:25]=3[NH:24][CH:23]=[C:22]4[CH2:26]CC=O)[N:13]=2)[CH:5]=[CH:6][C:7]=1[O:8][CH:9]([CH3:11])[CH3:10].[CH3:30][NH:31][CH2:32][C:33](O)=O.[C:36]([OH:39])(=[O:38])[CH3:37].C(O[BH-](OC(=O)C)OC(=O)C)(=O)C.[Na+], predict the reaction product. The product is: [Cl:1][C:2]1[CH:3]=[C:4]([C:12]2[O:16][N:15]=[C:14]([C:17]3[CH:18]=[CH:19][CH:20]=[C:21]4[C:25]=3[NH:24][CH:23]=[C:22]4[CH2:26][CH2:33][CH2:32][N:31]([CH3:30])[CH2:37][C:36]([OH:39])=[O:38])[N:13]=2)[CH:5]=[CH:6][C:7]=1[O:8][CH:9]([CH3:11])[CH3:10]. (3) Given the reactants COC(=O)[N:4]([CH:12]([C:14]1[CH:19]=[CH:18][C:17]([Br:20])=[CH:16][CH:15]=1)[CH3:13])[CH2:5][CH2:6][C:7](=[O:11])[CH:8]([CH3:10])[CH3:9].[Br-].[CH2:23]1[CH2:27]OC[CH2:24]1, predict the reaction product. The product is: [Br:20][C:17]1[CH:16]=[CH:15][C:14]([CH:12]([NH:4][CH2:5][CH2:6][C:7]([OH:11])([CH2:27][CH:23]=[CH2:24])[CH:8]([CH3:9])[CH3:10])[CH3:13])=[CH:19][CH:18]=1. (4) Given the reactants Cl.[Cl:2][C:3]1[CH:8]=[CH:7][C:6]([N:9]([CH2:11][CH2:12][CH:13]2[CH2:17][CH2:16][CH2:15][CH2:14]2)N)=[CH:5][CH:4]=1.C(O[CH:21](OCC)[CH2:22][CH2:23][CH2:24][NH:25][CH3:26])C, predict the reaction product. The product is: [Cl:2][C:3]1[CH:8]=[C:7]2[C:6](=[CH:5][CH:4]=1)[N:9]([CH2:11][CH2:12][CH:13]1[CH2:17][CH2:16][CH2:15][CH2:14]1)[CH:21]=[C:22]2[CH2:23][CH2:24][NH:25][CH3:26]. (5) Given the reactants [O:1]1[C:5]([C:6]2[C:7]3[N:8]([C:16]([C:19](O)=[O:20])=[CH:17][N:18]=3)[CH:9]=[C:10]([C:12]([F:15])([F:14])[F:13])[CH:11]=2)=[CH:4][N:3]=[CH:2]1.CN(C(ON1N=NC2C=CC=NC1=2)=[N+](C)C)C.F[P-](F)(F)(F)(F)F.Cl.[F:47][CH:48]1[CH2:51][NH:50][CH2:49]1.C(N(CC)C(C)C)(C)C, predict the reaction product. The product is: [F:47][CH:48]1[CH2:51][N:50]([C:19]([C:16]2[N:8]3[CH:9]=[C:10]([C:12]([F:15])([F:14])[F:13])[CH:11]=[C:6]([C:5]4[O:1][CH:2]=[N:3][CH:4]=4)[C:7]3=[N:18][CH:17]=2)=[O:20])[CH2:49]1.